The task is: Predict the product of the given reaction.. This data is from Forward reaction prediction with 1.9M reactions from USPTO patents (1976-2016). (1) Given the reactants [C:1]([C:4]1[C:5]([C:30]2[CH:35]=[CH:34][C:33]([O:36][C:37]3[CH:42]=[CH:41][C:40]([F:43])=[CH:39][CH:38]=3)=[CH:32][CH:31]=2)=[N:6][N:7]2[CH:12]([C:13]3[CH:18]=[CH:17][CH:16]=[CH:15][C:14]=3[NH:19]C(=O)OCC3C=CC=CC=3)[CH2:11][CH2:10][NH:9][C:8]=12)(=[O:3])[NH2:2], predict the reaction product. The product is: [NH2:19][C:14]1[CH:15]=[CH:16][CH:17]=[CH:18][C:13]=1[CH:12]1[N:7]2[N:6]=[C:5]([C:30]3[CH:35]=[CH:34][C:33]([O:36][C:37]4[CH:38]=[CH:39][C:40]([F:43])=[CH:41][CH:42]=4)=[CH:32][CH:31]=3)[C:4]([C:1]([NH2:2])=[O:3])=[C:8]2[NH:9][CH2:10][CH2:11]1. (2) Given the reactants [C:1]([O:5][C:6]([NH:8][CH2:9][C:10]1[CH:11]=[C:12]([CH:16]=[C:17]([Cl:20])[C:18]=1[F:19])[C:13]([OH:15])=O)=[O:7])([CH3:4])([CH3:3])[CH3:2].CN(C(ON1N=NC2C=CC=NC1=2)=[N+](C)C)C.F[P-](F)(F)(F)(F)F.[CH3:45][N:46]1[CH2:51][CH2:50][NH:49][CH2:48][CH2:47]1.CCN(C(C)C)C(C)C, predict the reaction product. The product is: [C:1]([O:5][C:6](=[O:7])[NH:8][CH2:9][C:10]1[CH:11]=[C:12]([C:13]([N:49]2[CH2:50][CH2:51][N:46]([CH3:45])[CH2:47][CH2:48]2)=[O:15])[CH:16]=[C:17]([Cl:20])[C:18]=1[F:19])([CH3:2])([CH3:3])[CH3:4].